This data is from Catalyst prediction with 721,799 reactions and 888 catalyst types from USPTO. The task is: Predict which catalyst facilitates the given reaction. (1) Reactant: [C:1]([C:5]1[CH:10]=[CH:9][CH:8]=[CH:7][C:6]=1[CH:11]1[CH2:16][CH2:15][NH:14][CH2:13][CH2:12]1)([CH3:4])([CH3:3])[CH3:2].[C:17]([O:21][C:22]([N:24]1[CH2:28][C@H:27]([OH:29])[CH2:26][C@@H:25]1[C:30](O)=[O:31])=[O:23])([CH3:20])([CH3:19])[CH3:18].CCN=C=NCCCN(C)C.C1C=CC2N(O)N=NC=2C=1.CCN(CC)CC. Product: [C:1]([C:5]1[CH:10]=[CH:9][CH:8]=[CH:7][C:6]=1[CH:11]1[CH2:12][CH2:13][N:14]([C:30]([C@H:25]2[CH2:26][C@@H:27]([OH:29])[CH2:28][N:24]2[C:22]([O:21][C:17]([CH3:20])([CH3:19])[CH3:18])=[O:23])=[O:31])[CH2:15][CH2:16]1)([CH3:4])([CH3:2])[CH3:3]. The catalyst class is: 2. (2) Reactant: ClCCl.Cl.[C:5]1([C:11]2[CH:12]=[C:13]([CH2:20][O:21][C:22]3[CH:23]=[C:24]4[C:28](=[CH:29][CH:30]=3)[NH:27][CH2:26][CH2:25]4)[S:14][C:15]=2[C:16]([F:19])([F:18])[F:17])[CH:10]=[CH:9][CH:8]=[CH:7][CH:6]=1.Cl[C:32](Cl)([O:34]C(=O)OC(Cl)(Cl)Cl)Cl.[CH2:43]([O:45][C:46](=[O:51])[CH2:47][CH2:48][CH2:49][NH2:50])[CH3:44]. Product: [CH2:43]([O:45][C:46](=[O:51])[CH2:47][CH2:48][CH2:49][NH:50][C:32]([N:27]1[C:28]2[C:24](=[CH:23][C:22]([O:21][CH2:20][C:13]3[S:14][C:15]([C:16]([F:19])([F:17])[F:18])=[C:11]([C:5]4[CH:6]=[CH:7][CH:8]=[CH:9][CH:10]=4)[CH:12]=3)=[CH:30][CH:29]=2)[CH2:25][CH2:26]1)=[O:34])[CH3:44]. The catalyst class is: 803.